The task is: Predict the product of the given reaction.. This data is from Forward reaction prediction with 1.9M reactions from USPTO patents (1976-2016). (1) Given the reactants [CH3:1][N:2]([CH3:8])[CH2:3][CH:4]([OH:7])[CH2:5][OH:6].C(N([CH2:14][CH3:15])CC)C.[C:16](Cl)(=[O:32])[CH2:17][CH2:18][CH2:19][CH2:20][CH2:21][CH2:22][CH2:23][CH2:24][CH2:25][CH2:26][CH2:27][CH2:28][CH2:29][CH2:30][CH3:31], predict the reaction product. The product is: [CH3:1][N:2]([CH2:3][CH:4]([O:7][C:16](=[O:32])[CH2:17][CH2:18][CH2:19][CH2:20][CH2:21][CH2:22][CH2:23][CH2:24][CH2:25][CH2:26][CH2:27][CH2:28][CH2:29][CH2:14][CH3:15])[CH2:5][O:6][C:16](=[O:32])[CH2:17][CH2:18][CH2:19][CH2:20][CH2:21][CH2:22][CH2:23][CH2:24][CH2:25][CH2:26][CH2:27][CH2:28][CH2:29][CH2:30][CH3:31])[CH3:8]. (2) Given the reactants FC(F)(F)C1C=CC([N:9]2[CH2:14][CH2:13][CH:12]([NH2:15])[CH2:11][CH2:10]2)=NC=1.Br[C:19]1[S:20][CH:21]=[C:22]([C:24]([F:27])([F:26])[F:25])[N:23]=1.C(OC(=O)N[C@@H]1CCN(C2C(C(F)(F)F)=CC=CN=2)C1)(C)(C)C.FC(F)(F)C1C(N2CC[C@@H](N)C2)=NC=CC=1, predict the reaction product. The product is: [F:25][C:24]([F:27])([F:26])[C:22]1[N:23]=[C:19]([N:9]2[CH2:14][CH2:13][CH:12]([NH2:15])[CH2:11][CH2:10]2)[S:20][CH:21]=1.